Dataset: Forward reaction prediction with 1.9M reactions from USPTO patents (1976-2016). Task: Predict the product of the given reaction. (1) The product is: [CH3:1][C:2]1[O:6][C:5]([C:7]2[CH:8]=[CH:9][CH:10]=[CH:11][CH:12]=2)=[N:4][C:3]=1[CH2:13][O:14][C:15]1[CH:35]=[CH:34][C:18]([O:19][CH2:20][C:21]2[O:25][C:24]([C:26]3[CH:27]=[CH:28][CH:29]=[CH:30][CH:31]=3)=[N:23][C:22]=2/[CH:32]=[CH:36]/[P:45](=[O:52])([O:46][CH2:47][CH3:48])[O:49][CH2:50][CH3:51])=[CH:17][CH:16]=1. Given the reactants [CH3:1][C:2]1[O:6][C:5]([C:7]2[CH:12]=[CH:11][CH:10]=[CH:9][CH:8]=2)=[N:4][C:3]=1[CH2:13][O:14][C:15]1[CH:35]=[CH:34][C:18]([O:19][CH2:20][C:21]2[O:25][C:24]([C:26]3[CH:31]=[CH:30][CH:29]=[CH:28][CH:27]=3)=[N:23][C:22]=2[CH:32]=O)=[CH:17][CH:16]=1.[CH2:36]([P:45](=[O:52])([O:49][CH2:50][CH3:51])[O:46][CH2:47][CH3:48])P(=O)(OCC)OCC.CN(C)C=O.[H-].[Na+], predict the reaction product. (2) Given the reactants [C:1]([NH:18][C@H:19]([C:34](O)=[O:35])[CH2:20][CH2:21][CH2:22][NH:23][C:24]([O:26][CH2:27][C:28]1[CH:33]=[CH:32][CH:31]=[CH:30][CH:29]=1)=[O:25])([O:3][CH2:4][CH:5]1[C:17]2[C:12](=[CH:13][CH:14]=[CH:15][CH:16]=2)[C:11]2[C:6]1=[CH:7][CH:8]=[CH:9][CH:10]=2)=[O:2].C1C=CC2N(O)N=NC=2C=1.CCN=C=NCCCN(C)C.Cl.[NH2:59][CH2:60][CH2:61][C:62]1[C:70]2[C:65](=[CH:66][CH:67]=[CH:68][CH:69]=2)[NH:64][CH:63]=1, predict the reaction product. The product is: [NH:64]1[C:65]2[C:70](=[CH:69][CH:68]=[CH:67][CH:66]=2)[C:62]([CH2:61][CH2:60][NH:59][C:34](=[O:35])[C@H:19]([CH2:20][CH2:21][CH2:22][NH:23][C:24]([O:26][CH2:27][C:28]2[CH:33]=[CH:32][CH:31]=[CH:30][CH:29]=2)=[O:25])[NH:18][C:1]([O:3][CH2:4][CH:5]2[C:6]3[C:11](=[CH:10][CH:9]=[CH:8][CH:7]=3)[C:12]3[C:17]2=[CH:16][CH:15]=[CH:14][CH:13]=3)=[O:2])=[CH:63]1. (3) Given the reactants [CH3:1][NH:2][C:3]([C:5]1[C:6]2[C@@H:7](O)[C@H:8]([OH:26])[C@@H:9]([C:20]3[CH:25]=[CH:24][CH:23]=[CH:22][CH:21]=3)[NH:10][C:11]=2[C:12]2[N:17]=[C:16]([CH3:18])[N:15]([CH3:19])[C:13]=2[CH:14]=1)=[O:4].CS(O)(=O)=O.C(=O)([O-])O.[Na+].[F:38][C:39]([F:43])([F:42])[CH2:40]O, predict the reaction product. The product is: [CH3:1][NH:2][C:3]([C:5]1[C:6]2[C@H:7]([CH2:40][C:39]([F:43])([F:42])[F:38])[C@@H:8]([OH:26])[C@@H:9]([C:20]3[CH:25]=[CH:24][CH:23]=[CH:22][CH:21]=3)[NH:10][C:11]=2[C:12]2[N:17]=[C:16]([CH3:18])[N:15]([CH3:19])[C:13]=2[CH:14]=1)=[O:4].